This data is from Forward reaction prediction with 1.9M reactions from USPTO patents (1976-2016). The task is: Predict the product of the given reaction. (1) Given the reactants [C:1]([C:3]1[CH:4]=[C:5]([C:13]2[O:17][N:16]=[C:15]([C:18]3[CH:35]=[CH:34][C:21]4[CH2:22][CH2:23][N:24]([CH2:27][C@@H:28]([OH:33])[C:29]([O:31]C)=[O:30])[CH2:25][CH2:26][C:20]=4[CH:19]=3)[N:14]=2)[CH:6]=[CH:7][C:8]=1[O:9][CH:10]([CH3:12])[CH3:11])#[N:2].C(O)C.[OH-].[Na+].C(O)(=O)C, predict the reaction product. The product is: [C:1]([C:3]1[CH:4]=[C:5]([C:13]2[O:17][N:16]=[C:15]([C:18]3[CH:35]=[CH:34][C:21]4[CH2:22][CH2:23][N:24]([CH2:27][C@@H:28]([OH:33])[C:29]([OH:31])=[O:30])[CH2:25][CH2:26][C:20]=4[CH:19]=3)[N:14]=2)[CH:6]=[CH:7][C:8]=1[O:9][CH:10]([CH3:12])[CH3:11])#[N:2]. (2) Given the reactants [CH3:1][O:2][C:3](=[O:48])[C@H:4]([CH2:44][CH2:45][S:46][CH3:47])[NH:5][C:6](=[O:43])[C:7]1[CH:12]=[CH:11][C:10]([C:13](=[O:36])[C@H:14]([CH2:30][C:31]2[N:35]=[CH:34][NH:33][CH:32]=2)[N:15](C(OC(C)(C)C)=O)C(OC(C)(C)C)=O)=[CH:9][C:8]=1[C:37]1[CH:42]=[CH:41][CH:40]=[CH:39][CH:38]=1.C(OCC)C, predict the reaction product. The product is: [CH3:1][O:2][C:3](=[O:48])[C@H:4]([CH2:44][CH2:45][S:46][CH3:47])[NH:5][C:6](=[O:43])[C:7]1[CH:12]=[CH:11][C:10]([C:13](=[O:36])[C@H:14]([CH2:30][C:31]2[N:35]=[CH:34][NH:33][CH:32]=2)[NH2:15])=[CH:9][C:8]=1[C:37]1[CH:38]=[CH:39][CH:40]=[CH:41][CH:42]=1.